Dataset: Forward reaction prediction with 1.9M reactions from USPTO patents (1976-2016). Task: Predict the product of the given reaction. (1) Given the reactants C([BH3-])#N.[Na+].C1(N2[C:15]([CH2:16][O:17]C)=[C:14]([C:19]3ON=[C:21]([C:24]4C=CC(C=O)=CC=4)[N:20]=3)C=N2)CCCCC1.C(O)(=[O:34])C, predict the reaction product. The product is: [NH:20]1[CH2:19][CH2:14][CH:15]([C:16]([OH:17])=[O:34])[CH2:24][CH2:21]1. (2) Given the reactants [Cl:1][C:2]1[CH:7]=[CH:6][C:5]([S:8]([C:11]2[C:19]3[C:14](=[CH:15][CH:16]=[C:17]([CH3:20])[CH:18]=3)[NH:13][C:12]=2[CH3:21])(=[O:10])=[O:9])=[CH:4][CH:3]=1.[H-].[Na+].[CH2:24]([O:26][C:27](=[O:30])[CH2:28]Br)[CH3:25].C(O)C, predict the reaction product. The product is: [Cl:1][C:2]1[CH:3]=[CH:4][C:5]([S:8]([C:11]2[C:19]3[C:14](=[CH:15][CH:16]=[C:17]([CH3:20])[CH:18]=3)[N:13]([CH2:28][C:27]([O:26][CH2:24][CH3:25])=[O:30])[C:12]=2[CH3:21])(=[O:10])=[O:9])=[CH:6][CH:7]=1. (3) Given the reactants [CH2:1]([O:3][C:4]1[CH:13]=[CH:12][C:7]2[N:8]=[C:9]([NH2:11])[S:10][C:6]=2[CH:5]=1)[CH3:2].[F:14][C:15]([F:26])([F:25])[C:16]1[CH:17]=[C:18]([CH:22]=[CH:23][CH:24]=1)[C:19](Cl)=[O:20].Br[CH:28]([CH2:33][CH3:34])[C:29]([O:31]C)=[O:30].COC1C=CC2N=C(N)SC=2C=1.ClC1C=C(C=CC=1)C(Cl)=O.BrCC(OCC)=O, predict the reaction product. The product is: [CH2:1]([O:3][C:4]1[CH:13]=[CH:12][C:7]2[N:8]([CH:28]([CH2:33][CH3:34])[C:29]([OH:31])=[O:30])[C:9](=[N:11][C:19](=[O:20])[C:18]3[CH:22]=[CH:23][CH:24]=[C:16]([C:15]([F:26])([F:25])[F:14])[CH:17]=3)[S:10][C:6]=2[CH:5]=1)[CH3:2]. (4) Given the reactants [F:1][C:2]1[C:3]([C:21]2[CH:26]=[C:25]([F:27])[CH:24]=[CH:23][C:22]=2[O:28][CH3:29])=[C:4]2[CH:10]=[C:9]([C:11]3[CH2:16][CH2:15][N:14]([CH2:17][C:18](O)=[O:19])[CH2:13][CH:12]=3)[NH:8][C:5]2=[N:6][CH:7]=1.F[P-](F)(F)(F)(F)F.N1(O[P+](N2CCCC2)(N2CCCC2)N2CCCC2)C2C=CC=CC=2N=N1.C(N(CC)CC)C.[NH:70]1[CH2:73][CH:72]([OH:74])[CH2:71]1.Cl, predict the reaction product. The product is: [F:1][C:2]1[C:3]([C:21]2[CH:26]=[C:25]([F:27])[CH:24]=[CH:23][C:22]=2[O:28][CH3:29])=[C:4]2[CH:10]=[C:9]([C:11]3[CH2:16][CH2:15][N:14]([CH2:17][C:18]([N:70]4[CH2:73][CH:72]([OH:74])[CH2:71]4)=[O:19])[CH2:13][CH:12]=3)[NH:8][C:5]2=[N:6][CH:7]=1.